Dataset: Experimentally validated miRNA-target interactions with 360,000+ pairs, plus equal number of negative samples. Task: Binary Classification. Given a miRNA mature sequence and a target amino acid sequence, predict their likelihood of interaction. (1) The miRNA is hsa-miR-4797-3p with sequence UCUCAGUAAGUGGCACUCUGU. Result: 0 (no interaction). The protein sequence of the target gene is MLTRLKAKSEGKLAKQLCRVVLDQFDKQYSKELGDSWSTVRDVLISPSLWQYAILFNRFNYPFELEKALHLRGYHTVLQGALPHYPKSMKCYLSRTPDRMPSERHQTGSLKKYYLLNAASLLPVLALELRDGEAVLDLCAAPGGKSVALLQCAYPGYLLCNEYDRPRGRWLRQTLESFIPQPLINVIKVSELDGREMGDAQPATFDKVLVDAPCSNDRSWLFSSDSQKAAYRIHQRKNLPVLQVELVRSAIKALRPGGLLVYSTCTLSKAENQDVISEVLTSDSNIVPVDISGIARTFSQ.... (2) The miRNA is hsa-miR-4720-3p with sequence UGCUUAAGUUGUACCAAGUAU. The protein sequence of the target gene is MDFTAQPKPATALCGVVSADGKIAYPPGVKEITDKITTDEMIKRLKMVVKTFMDMDQDSEDEKQQYLPLALHLASEFFLRNPNKDVRLLVACCLADIFRIYAPEAPYTSHDKLKDIFLFITRQLKGLEDTKSPQFNRYFYLLENLAWVKSYNICFELEDCNEIFIQLFRTLFSVINNSHNKKVQMHMLDLMSSIIMEGDGVTQELLDSILINLIPAHKNLNKQSFDLAKVLLKRTVQTIEACIANFFNQVLVLGRSSVSDLSEHVFDLIQELFAIDPHLLLSVMPQLEFKLKSNDGEERL.... Result: 1 (interaction). (3) The miRNA is hsa-miR-5093 with sequence AGGAAAUGAGGCUGGCUAGGAGC. The protein sequence of the target gene is MSERAADDVRGEPRRAAAAAGGAAAAAARQQQQQQQQQQPPPPQPQRQQHPPPPPRRTRPEDGGPGAASTSAAAMATVGERRPLPSPEVMLGQSWNLWVEASKLPGKDGTELDESFKEFGKNREVMGLCREDMPIFGFCPAHDDFYLVVCNDCNQVVKPQAFQSHYERRHSSSSKPPLAVPPTSVFSFFPSLSKSKGGSASGSNRSSSGGVLSASSSSSKLLKSPKEKLQLRGNTRPMHPIQQSRVPHGRIMTPSVKVEKIHPKMDGTLLKSAVGPTCPATVSSLVKPGLNCPSIPKPTL.... Result: 1 (interaction). (4) The miRNA is hsa-miR-3197 with sequence GGAGGCGCAGGCUCGGAAAGGCG. The protein sequence of the target gene is MNKHQKPVLTGQRFKTRKRDEKEKFEPTVFRDTLVQGLNEAGDDLEAVAKFLDSTGSRLDYRRYADTLFDILVAGSMLAPGGTRIDDGDKTKMTNHCVFSANEDHETIRNYAQVFNKLIRRYKYLEKAFEDEMKKLLLFLKAFSETEQTKLAMLSGILLGNGTLPATILTSLFTDSLVKEGIAASFAVKLFKAWMAEKDANSVTSSLRKANLDKRLLELFPVNRQSVDHFAKYFTDAGLKELSDFLRVQQSLGTRKELQKELQERLSQECPIKEVVLYVKEEMKRNDLPETAVIGLLWTC.... Result: 0 (no interaction). (5) The miRNA is cel-miR-72-5p with sequence AGGCAAGAUGUUGGCAUAGCUGA. The protein sequence of the target gene is MTRLIRSKKQFLIRSLHSVFYYLGSLLHSTFEMNVFIGLLLATVVASQSSEGRDESYTYKQLCIVDDKPQVLDGFDCRNQVAVARWQNAVNTTGWTFLEVETKENYCPQLQAYSAGYLEGLLSKTVLTYHLKNAQEDYCKNFTGYCSRLSDFLTENQKWIQSSLETVAPDDLYWGAVNRTYHQVSGLIDAYEGREFKPRITYELHPILYLNLNGDFYDLEKKLNKTRDPAFEQTGGKCSGLIKVAPGNADLFISQVTMSGFQNMLRVIKLYKFGYDRQFYPGYASSFSSYPGLLYSSDDF.... Result: 1 (interaction). (6) The miRNA is hsa-miR-5189-3p with sequence UGCCAACCGUCAGAGCCCAGA. The protein sequence of the target gene is MADEEEDPTFEEENEEIGGGAEGGQGKRKRLFSKELRCMMYGFGDDQNPYTESVDILEDLVIEFITEMTHKAMSIGRQGRVQVEDIVFLIRKDPRKFARVKDLLTMNEELKRARKAFDEANYGS. Result: 1 (interaction).